This data is from Reaction yield outcomes from USPTO patents with 853,638 reactions. The task is: Predict the reaction yield, written as a fraction of the theoretical maximum amount of product (1.0 means a 100% yield; for example, 0.34 means a 34% yield). The reactants are [Br:1][C:2]1[CH:3]=[C:4]2[C:9](=[CH:10][CH:11]=1)[C:8]([CH2:12][N:13]1[C:19]3[CH:20]=[CH:21][CH:22]=[CH:23][C:18]=3[N:17]([C:24](=[O:73])[C:25]3[CH:30]=[CH:29][CH:28]=[C:27]([C:31]([N:33]4[C:39]5[CH:40]=[CH:41][CH:42]=[CH:43][C:38]=5[N:37]([CH2:44][C:45]5[C:54]6[C:49](=[CH:50][C:51]([Br:55])=[CH:52][CH:53]=6)[CH:48]=[CH:47][C:46]=5[O:56][CH3:57])[C:36](=[O:58])[C@@H:35]([NH:59][C:60](=[O:72])[C@@H:61]([N:63](C(OC(C)(C)C)=O)[CH3:64])[CH3:62])[CH2:34]4)=[O:32])[CH:26]=3)[CH2:16][C@H:15]([NH:74][C:75](=[O:87])[C@@H:76]([N:78](C)[C:79](=O)OC(C)(C)C)[CH3:77])[C:14]1=[O:88])=[C:7]([O:89][CH3:90])[CH:6]=[CH:5]2.[ClH:91]. The catalyst is O1CCOCC1. The product is [ClH:91].[ClH:91].[Br:55][C:51]1[CH:50]=[C:49]2[C:54](=[CH:53][CH:52]=1)[C:45]([CH2:44][N:37]1[C:38]3[CH:43]=[CH:42][CH:41]=[CH:40][C:39]=3[N:33]([C:31](=[O:32])[C:27]3[CH:28]=[CH:29][CH:30]=[C:25]([C:24]([N:17]4[C:18]5[CH:23]=[CH:22][CH:21]=[CH:20][C:19]=5[N:13]([CH2:12][C:8]5[C:9]6[C:4](=[CH:3][C:2]([Br:1])=[CH:11][CH:10]=6)[CH:5]=[CH:6][C:7]=5[O:89][CH3:90])[C:14](=[O:88])[C@@H:15]([NH:74][C:75](=[O:87])[C@@H:76]([NH:78][CH3:79])[CH3:77])[CH2:16]4)=[O:73])[CH:26]=3)[CH2:34][C@H:35]([NH:59][C:60](=[O:72])[C@@H:61]([NH:63][CH3:64])[CH3:62])[C:36]1=[O:58])=[C:46]([O:56][CH3:57])[CH:47]=[CH:48]2. The yield is 0.589.